The task is: Predict the reactants needed to synthesize the given product.. This data is from Full USPTO retrosynthesis dataset with 1.9M reactions from patents (1976-2016). Given the product [CH3:26][O:27][C:28](=[O:40])[C@@H:29]([NH:39][C:6](=[O:7])[C:5]1[CH:9]=[CH:10][C:2]([I:1])=[CH:3][C:4]=1[NH:11][S:12]([C:15]1[C:16]2[N:17]=[CH:18][CH:19]=[N:20][C:21]=2[CH:22]=[CH:23][CH:24]=1)(=[O:14])=[O:13])[CH2:30][C:31]1[CH:36]=[CH:35][C:34]([Cl:37])=[C:33]([I:38])[CH:32]=1, predict the reactants needed to synthesize it. The reactants are: [I:1][C:2]1[CH:10]=[CH:9][C:5]([C:6](O)=[O:7])=[C:4]([NH:11][S:12]([C:15]2[C:16]3[N:17]=[CH:18][CH:19]=[N:20][C:21]=3[CH:22]=[CH:23][CH:24]=2)(=[O:14])=[O:13])[CH:3]=1.Cl.[CH3:26][O:27][C:28](=[O:40])[C@@H:29]([NH2:39])[CH2:30][C:31]1[CH:36]=[CH:35][C:34]([Cl:37])=[C:33]([I:38])[CH:32]=1.